Task: Predict the reactants needed to synthesize the given product.. Dataset: Full USPTO retrosynthesis dataset with 1.9M reactions from patents (1976-2016) (1) Given the product [C:1]([O:5][C:6]([N:8]1[CH2:13][CH2:12][CH:11]([CH2:14][CH2:15][CH2:16][NH:27][C:21]2[CH:22]=[CH:23][C:24]([S:25][CH3:26])=[C:19]([F:18])[CH:20]=2)[CH2:10][CH2:9]1)=[O:7])([CH3:4])([CH3:3])[CH3:2], predict the reactants needed to synthesize it. The reactants are: [C:1]([O:5][C:6]([N:8]1[CH2:13][CH2:12][CH:11]([CH2:14][CH2:15][CH:16]=O)[CH2:10][CH2:9]1)=[O:7])([CH3:4])([CH3:3])[CH3:2].[F:18][C:19]1[CH:20]=[C:21]([NH2:27])[CH:22]=[CH:23][C:24]=1[S:25][CH3:26].C(O[BH-](OC(=O)C)OC(=O)C)(=O)C.[Na+]. (2) The reactants are: [CH3:1][C:2]([C:5]1[C:10]([C:11]2[CH:16]=[C:15]([O:17][CH3:18])[CH:14]=[CH:13][C:12]=2[F:19])=[CH:9][C:8]([CH2:20][O:21][C:22]2[CH:27]=[CH:26][C:25]([C@H:28]([CH2:34][CH2:35][CH2:36][CH3:37])[CH2:29][C:30]([O:32]C)=[O:31])=[CH:24][CH:23]=2)=[CH:7][CH:6]=1)([CH3:4])[CH3:3].C1COCC1.CCO.[OH-].[Na+]. Given the product [CH3:4][C:2]([C:5]1[C:10]([C:11]2[CH:16]=[C:15]([O:17][CH3:18])[CH:14]=[CH:13][C:12]=2[F:19])=[CH:9][C:8]([CH2:20][O:21][C:22]2[CH:23]=[CH:24][C:25]([C@H:28]([CH2:34][CH2:35][CH2:36][CH3:37])[CH2:29][C:30]([OH:32])=[O:31])=[CH:26][CH:27]=2)=[CH:7][CH:6]=1)([CH3:1])[CH3:3], predict the reactants needed to synthesize it. (3) Given the product [CH2:1]([C:3]1[CH:4]=[C:5]([C:9]2[N:14]=[CH:13][C:12]3[CH:15]=[N:16][N:17]([C:18]4[N:19]=[C:20]([N:25]5[CH2:31][CH:30]([OH:32])[CH2:29][NH:28][CH2:27][CH2:26]5)[CH:21]=[CH:22][CH:23]=4)[C:11]=3[CH:10]=2)[CH:6]=[N:7][CH:8]=1)[CH3:2], predict the reactants needed to synthesize it. The reactants are: [CH2:1]([C:3]1[CH:4]=[C:5]([C:9]2[N:14]=[CH:13][C:12]3[CH:15]=[N:16][N:17]([C:18]4[CH:23]=[CH:22][CH:21]=[C:20](F)[N:19]=4)[C:11]=3[CH:10]=2)[CH:6]=[N:7][CH:8]=1)[CH3:2].[NH:25]1[CH2:31][CH:30]([OH:32])[CH2:29][NH:28][CH2:27][CH2:26]1. (4) Given the product [CH3:14][O:15][C:16]([C@H:18]1[C@@H:25]([O:26][C:27](=[O:28])[C:29]2[CH:30]=[CH:31][CH:32]=[CH:33][CH:34]=2)[CH2:24][C@H:22]2[N:23]([C:2]3[C:11]4[C:6](=[CH:7][CH:8]=[CH:9][CH:10]=4)[C:5]([C:12]#[N:13])=[CH:4][CH:3]=3)[C@@H:19]1[CH2:20][CH2:21]2)=[O:17], predict the reactants needed to synthesize it. The reactants are: Br[C:2]1[C:11]2[C:6](=[CH:7][CH:8]=[CH:9][CH:10]=2)[C:5]([C:12]#[N:13])=[CH:4][CH:3]=1.[CH3:14][O:15][C:16]([C@H:18]1[C@@H:25]([O:26][C:27]([C:29]2[CH:34]=[CH:33][CH:32]=[CH:31][CH:30]=2)=[O:28])[CH2:24][C@H:22]2[NH:23][C@@H:19]1[CH2:20][CH2:21]2)=[O:17].C1C=CC(P(C2C(C3C(P(C4C=CC=CC=4)C4C=CC=CC=4)=CC=C4C=3C=CC=C4)=C3C(C=CC=C3)=CC=2)C2C=CC=CC=2)=CC=1.C(=O)([O-])[O-].[Cs+].[Cs+]. (5) Given the product [CH3:19][C:14]1[CH:13]=[C:12]([N:3]2[C:4]3[C:9](=[CH:8][CH:7]=[CH:6][CH:5]=3)[CH:10]=[C:2]2[CH3:1])[CH:17]=[C:16]([CH3:18])[CH:15]=1, predict the reactants needed to synthesize it. The reactants are: [CH3:1][C:2]1[NH:3][C:4]2[C:9]([CH:10]=1)=[CH:8][CH:7]=[CH:6][CH:5]=2.I[C:12]1[CH:13]=[C:14]([CH3:19])[CH:15]=[C:16]([CH3:18])[CH:17]=1. (6) Given the product [CH:1]1([C:8]2([C:10]3[CH:15]=[C:14]([O:16][CH3:17])[CH:13]=[C:12]([O:18][CH3:19])[CH:11]=3)[S:28][CH2:27][CH2:26][S:25]2)[CH2:7][CH2:6][CH2:5][CH2:4][CH2:3][CH2:2]1, predict the reactants needed to synthesize it. The reactants are: [CH:1]1([C:8]([C:10]2[CH:15]=[C:14]([O:16][CH3:17])[CH:13]=[C:12]([O:18][CH3:19])[CH:11]=2)=O)[CH2:7][CH2:6][CH2:5][CH2:4][CH2:3][CH2:2]1.C(C1(C2C=C(OC)C=C(OC)C=2)[S:28][CH2:27][CH2:26][S:25]1)CCC. (7) The reactants are: Cl[C:2]1[C:3]([O:16][CH2:17][CH:18]2[CH:23]([CH3:24])[CH2:22][CH2:21][CH2:20][CH:19]2[CH3:25])=[CH:4][C:5]([F:15])=[C:6]([CH:14]=1)[C:7]([O:9][C:10]([CH3:13])([CH3:12])[CH3:11])=[O:8].[CH:26]1(B(O)O)[CH2:28][CH2:27]1.P([O-])([O-])([O-])=O.[K+].[K+].[K+].F[B-](F)(F)F.C1(P(C2CCCCC2)C2CCCCC2)CCCCC1. Given the product [CH:26]1([C:2]2[C:3]([O:16][CH2:17][CH:18]3[CH:23]([CH3:24])[CH2:22][CH2:21][CH2:20][CH:19]3[CH3:25])=[CH:4][C:5]([F:15])=[C:6]([CH:14]=2)[C:7]([O:9][C:10]([CH3:13])([CH3:12])[CH3:11])=[O:8])[CH2:28][CH2:27]1, predict the reactants needed to synthesize it.